From a dataset of Catalyst prediction with 721,799 reactions and 888 catalyst types from USPTO. Predict which catalyst facilitates the given reaction. Reactant: Cl[C:2]1[N:7]=[C:6]([O:8][C@H:9]([CH3:13])[CH2:10][O:11][CH3:12])[N:5]=[C:4]([N:14]2[CH2:19][CH2:18][CH:17]([C:20]3[C:28]4[C:23](=[N:24][CH:25]=[CH:26][C:27]=4[O:29][CH3:30])[NH:22][CH:21]=3)[CH2:16][CH2:15]2)[CH:3]=1.[CH3:31][O:32][CH2:33][CH2:34][NH2:35].CCN(C(C)C)C(C)C.C1C=CC(P(C2C(C3C(P(C4C=CC=CC=4)C4C=CC=CC=4)=CC=C4C=3C=CC=C4)=C3C(C=CC=C3)=CC=2)C2C=CC=CC=2)=CC=1.[O:91]1CCOC[CH2:92]1. Product: [CH3:31][O:32][CH2:33][CH2:34][NH:35][C:92]([C:2]1[CH:3]=[C:4]([N:14]2[CH2:19][CH2:18][CH:17]([C:20]3[C:28]4[C:23](=[N:24][CH:25]=[CH:26][C:27]=4[O:29][CH3:30])[NH:22][CH:21]=3)[CH2:16][CH2:15]2)[N:5]=[C:6]([O:8][C@H:9]([CH3:13])[CH2:10][O:11][CH3:12])[N:7]=1)=[O:91]. The catalyst class is: 318.